From a dataset of M1 muscarinic receptor antagonist screen with 61,756 compounds. Binary Classification. Given a drug SMILES string, predict its activity (active/inactive) in a high-throughput screening assay against a specified biological target. (1) The molecule is N(CC)(CC)c1nc(N(CC)CC)nc(n1)C#N. The result is 0 (inactive). (2) The result is 1 (active). The compound is s1c2c(c3c(n4CCCCCc4nc13)=N)CCCCC2. (3) The compound is O=C1N(CCCOc2c(C(=O)CC)cccc2)C(=O)NC1(C)C. The result is 0 (inactive). (4) The drug is S(c1n(Cc2ccccc2)c(nn1)C)CC(=O)Nc1cc(ccc1)C(OCC)=O. The result is 0 (inactive). (5) The molecule is S(=O)(=O)(Nc1c(cc2OCOc2c1)C(=O)C)c1cc2OCCOc2cc1. The result is 0 (inactive). (6) The drug is S(C=1N(CCN1)C(=O)c1cc(OCC)c(OCC)cc1)C. The result is 0 (inactive). (7) The molecule is S(=O)(=O)(Nc1c2c(c(O)cc1)cccc2)c1c(OC)ccc(OC)c1. The result is 0 (inactive). (8) The compound is O(C(=O)c1ccc(Nc2n3ncnc3nc(c2CC)C)cc1)CC. The result is 0 (inactive).